Dataset: Forward reaction prediction with 1.9M reactions from USPTO patents (1976-2016). Task: Predict the product of the given reaction. Given the reactants [CH3:1][O:2][C:3](=[O:17])[C:4]1[CH:9]=[CH:8][CH:7]=[C:6]([C:10]2[CH:15]=[CH:14][N:13]=[C:12]([CH3:16])[CH:11]=2)[CH:5]=1.OO, predict the reaction product. The product is: [CH3:1][O:2][C:3](=[O:17])[C:4]1[CH:9]=[CH:8][CH:7]=[C:6]([C:10]2[CH:15]=[CH:14][N:13]=[C:12]([CH2:16][O:17][C:3](=[O:2])[CH3:4])[CH:11]=2)[CH:5]=1.